This data is from Forward reaction prediction with 1.9M reactions from USPTO patents (1976-2016). The task is: Predict the product of the given reaction. (1) Given the reactants C([C@H]1COC(=O)N1[C:14](=[O:37])[C@@H:15]([O:34][CH2:35][CH3:36])[C@@H:16]([C:18]1[CH:23]=[CH:22][C:21]([O:24][CH2:25][C:26]2[CH:31]=[CH:30][CH:29]=[CH:28][CH:27]=2)=[CH:20][C:19]=1[CH2:32][CH3:33])[OH:17])C1C=CC=CC=1.[CH3:38][O-:39].[Na+], predict the reaction product. The product is: [CH3:38][O:39][C:14](=[O:37])[C@@H:15]([O:34][CH2:35][CH3:36])[C@@H:16]([C:18]1[CH:23]=[CH:22][C:21]([O:24][CH2:25][C:26]2[CH:27]=[CH:28][CH:29]=[CH:30][CH:31]=2)=[CH:20][C:19]=1[CH2:32][CH3:33])[OH:17]. (2) Given the reactants Cl[C:2]1[C:7]([C:8]#[N:9])=[CH:6][N:5]=[CH:4][CH:3]=1.[CH3:10][NH:11][NH2:12], predict the reaction product. The product is: [CH3:10][N:11]1[C:2]2[CH:3]=[CH:4][N:5]=[CH:6][C:7]=2[C:8]([NH2:9])=[N:12]1. (3) Given the reactants [C:1]([C:5]1[CH:63]=[CH:62][C:8]([C:9]([NH:11][C@@H:12]([CH2:35][C:36]2[CH:41]=[CH:40][C:39]([C:42]3[N:47]=[CH:46][C:45]([C:48]4[CH:53]=[CH:52][C:51]([O:54][CH2:55][CH2:56][CH2:57][CH2:58][CH2:59][CH2:60][CH3:61])=[CH:50][CH:49]=4)=[CH:44][N:43]=3)=[CH:38][CH:37]=2)[C:13]([NH:15][C@H:16]([C:28]([O:30][C:31]([CH3:34])([CH3:33])[CH3:32])=[O:29])[CH2:17][C:18]([O:20]CC2C=CC=CC=2)=[O:19])=[O:14])=[O:10])=[CH:7][CH:6]=1)([CH3:4])([CH3:3])[CH3:2], predict the reaction product. The product is: [C:31]([O:30][C:28](=[O:29])[C@@H:16]([NH:15][C:13](=[O:14])[C@@H:12]([NH:11][C:9](=[O:10])[C:8]1[CH:7]=[CH:6][C:5]([C:1]([CH3:4])([CH3:3])[CH3:2])=[CH:63][CH:62]=1)[CH2:35][C:36]1[CH:37]=[CH:38][C:39]([C:42]2[N:47]=[CH:46][C:45]([C:48]3[CH:53]=[CH:52][C:51]([O:54][CH2:55][CH2:56][CH2:57][CH2:58][CH2:59][CH2:60][CH3:61])=[CH:50][CH:49]=3)=[CH:44][N:43]=2)=[CH:40][CH:41]=1)[CH2:17][C:18]([OH:20])=[O:19])([CH3:32])([CH3:33])[CH3:34].